Task: Predict the reactants needed to synthesize the given product.. Dataset: Full USPTO retrosynthesis dataset with 1.9M reactions from patents (1976-2016) (1) Given the product [CH2:10]([O:9][C:7]([N:17]1[CH2:18][CH2:22][CH2:23][CH:1]1[C:2]([Cl:4])=[O:3])=[O:8])[C:11]1[CH:16]=[CH:15][CH:14]=[CH:13][CH:12]=1, predict the reactants needed to synthesize it. The reactants are: [C:1](Cl)(=O)[C:2]([Cl:4])=[O:3].[C:7]([N:17]1C[CH2:23][CH2:22][CH:18]1C(O)=O)([O:9][CH2:10][C:11]1[CH:16]=[CH:15][CH:14]=[CH:13][CH:12]=1)=[O:8].CN(C)C=O. (2) Given the product [F:33][C:2]([F:1])([F:32])[C:3]1[CH:4]=[C:5]([C:9]2[C:10]([C:15]([C:17]3[NH:18][C:19]4[C:24]([C:25]=3[CH2:26][C:27]([OH:29])=[O:28])=[CH:23][CH:22]=[CH:21][CH:20]=4)=[O:16])=[CH:11][CH:12]=[CH:13][CH:14]=2)[CH:6]=[CH:7][CH:8]=1, predict the reactants needed to synthesize it. The reactants are: [F:1][C:2]([F:33])([F:32])[C:3]1[CH:4]=[C:5]([C:9]2[C:10]([C:15]([C:17]3[NH:18][C:19]4[C:24]([C:25]=3[CH2:26][C:27]([O:29]CC)=[O:28])=[CH:23][CH:22]=[CH:21][CH:20]=4)=[O:16])=[CH:11][CH:12]=[CH:13][CH:14]=2)[CH:6]=[CH:7][CH:8]=1.[OH-].[K+].O.CCOCC. (3) The reactants are: C[O:2][C:3](=[O:27])[C@@H:4]([NH:14][CH:15]([C:20]1[CH:25]=[CH:24][C:23]([F:26])=[CH:22][CH:21]=1)[C:16]([F:19])([F:18])[F:17])[CH2:5][CH2:6][S:7][C:8]1[CH:13]=[CH:12][CH:11]=[CH:10][N:9]=1.[OH-].[Na+]. Given the product [N:9]1[CH:10]=[CH:11][CH:12]=[CH:13][C:8]=1[S:7][CH2:6][CH2:5][C@H:4]([NH:14][CH:15]([C:20]1[CH:25]=[CH:24][C:23]([F:26])=[CH:22][CH:21]=1)[C:16]([F:19])([F:17])[F:18])[C:3]([OH:27])=[O:2], predict the reactants needed to synthesize it. (4) Given the product [CH3:18][N:19]([CH3:20])[C:3]([C:5]1[CH:10]=[CH:9][C:8]([C:11]([OH:13])=[O:12])=[CH:7][N:6]=1)=[O:2], predict the reactants needed to synthesize it. The reactants are: C[O:2][C:3]([C:5]1[CH:10]=[CH:9][C:8]([C:11]([O:13]C)=[O:12])=[CH:7][N:6]=1)=O.[Mg+2].[Br-].[Br-].[CH3:18][NH:19][CH3:20].[OH-].[Na+]. (5) Given the product [Cl:18][C:12]1[CH:13]=[CH:14][CH:15]=[C:16]([Cl:17])[C:11]=1[NH:10][C:7]1[N:8]([CH3:9])[C:4]2=[C:3]3[C:2](=[CH:20][CH:19]=[C:5]2[N:6]=1)[NH:1][C:24]([CH3:29])([CH3:25])[NH:23][C:21]3=[O:22], predict the reactants needed to synthesize it. The reactants are: [NH2:1][C:2]1[CH:20]=[CH:19][C:5]2[N:6]=[C:7]([NH:10][C:11]3[C:16]([Cl:17])=[CH:15][CH:14]=[CH:13][C:12]=3[Cl:18])[N:8]([CH3:9])[C:4]=2[C:3]=1[C:21]([NH2:23])=[O:22].[C:24]1(C)[CH:29]=CC(S(O)(=O)=O)=C[CH:25]=1.CC(C)=O.C(=O)(O)[O-].[Na+]. (6) Given the product [Cl:22][C:14]1[C:13]([CH3:17])=[N:12][N:11]2[C:7]([CH2:6][C:5]3[CH:18]=[CH:19][C:2]([OH:1])=[CH:3][CH:4]=3)=[N:8][N:9]=[C:10]2[N:15]=1, predict the reactants needed to synthesize it. The reactants are: [OH:1][C:2]1[CH:19]=[CH:18][C:5]([CH2:6][C:7]2[N:11]3[N:12]=[C:13]([CH3:17])[C:14](O)=[N:15][C:10]3=[N:9][N:8]=2)=[CH:4][CH:3]=1.O=P(Cl)(Cl)[Cl:22]. (7) Given the product [N:19]1[CH:20]=[CH:21][CH:22]=[N:23][C:18]=1[N:12]1[CH2:13][CH2:14][CH:9]([C:7](=[O:8])[C:6]2[CH:5]=[CH:4][C:3]([F:2])=[CH:16][CH:15]=2)[CH2:10][CH2:11]1, predict the reactants needed to synthesize it. The reactants are: Cl.[F:2][C:3]1[CH:16]=[CH:15][C:6]([C:7]([CH:9]2[CH2:14][CH2:13][NH:12][CH2:11][CH2:10]2)=[O:8])=[CH:5][CH:4]=1.Cl[C:18]1[N:23]=[CH:22][CH:21]=[CH:20][N:19]=1.C(N(CC)CC)C. (8) Given the product [CH3:20][C:21]1([CH3:28])[CH2:24][CH:23]([C:25]([C:2]2[CH:12]=[CH:11][C:5]([C:6]([O:8][CH2:9][CH3:10])=[O:7])=[CH:4][CH:3]=2)=[O:26])[CH2:22]1, predict the reactants needed to synthesize it. The reactants are: I[C:2]1[CH:12]=[CH:11][C:5]([C:6]([O:8][CH2:9][CH3:10])=[O:7])=[CH:4][CH:3]=1.C([Mg]Cl)(C)C.[Cl-].[Li+].[CH3:20][C:21]1([CH3:28])[CH2:24][CH:23]([C:25](Cl)=[O:26])[CH2:22]1. (9) Given the product [C:1]([O:5][C:6](=[O:29])[NH:7][C@@H:8]1[C@@H:13]([C:14]2[CH:19]=[C:18]([F:20])[CH:17]=[CH:16][C:15]=2[F:21])[CH2:12][CH2:11][NH:10][CH2:9]1)([CH3:4])([CH3:2])[CH3:3], predict the reactants needed to synthesize it. The reactants are: [C:1]([O:5][C:6](=[O:29])[NH:7][C@@H:8]1[C@@H:13]([C:14]2[CH:19]=[C:18]([F:20])[CH:17]=[CH:16][C:15]=2[F:21])[CH2:12][CH2:11][N:10](CC2C=CC=CC=2)[CH2:9]1)([CH3:4])([CH3:3])[CH3:2]. (10) Given the product [CH2:13]([C:17]1[N:18]=[C:19]([CH3:47])[N:20]([CH:39]([C:41]2[CH:42]=[CH:43][CH:44]=[CH:45][CH:46]=2)[CH3:40])[C:21](=[O:38])[C:22]=1[CH2:23][C:24]1[CH:29]=[CH:28][C:27]([C:30]2[CH:35]=[CH:34][CH:33]=[CH:32][C:31]=2[C:36]2[NH:3][C:4](=[O:7])[O:5][N:37]=2)=[CH:26][CH:25]=1)[CH2:14][CH2:15][CH3:16], predict the reactants needed to synthesize it. The reactants are: [Cl-].O[NH3+:3].[C:4](=[O:7])([O-])[OH:5].[Na+].CS(C)=O.[CH2:13]([C:17]1[N:18]=[C:19]([CH3:47])[N:20]([CH:39]([C:41]2[CH:46]=[CH:45][CH:44]=[CH:43][CH:42]=2)[CH3:40])[C:21](=[O:38])[C:22]=1[CH2:23][C:24]1[CH:29]=[CH:28][C:27]([C:30]2[C:31]([C:36]#[N:37])=[CH:32][CH:33]=[CH:34][CH:35]=2)=[CH:26][CH:25]=1)[CH2:14][CH2:15][CH3:16].